This data is from Reaction yield outcomes from USPTO patents with 853,638 reactions. The task is: Predict the reaction yield, written as a fraction of the theoretical maximum amount of product (1.0 means a 100% yield; for example, 0.34 means a 34% yield). (1) The product is [CH2:31]([N:8]([CH2:1][C:2]1[CH:7]=[CH:6][CH:5]=[CH:4][CH:3]=1)[C:9]1([C:12]2[CH:17]=[CH:16][C:15]([C:18]#[C:19][C:20]3[CH:21]=[CH:22][C:23]([C:24]([OH:26])=[O:25])=[CH:29][CH:30]=3)=[CH:14][CH:13]=2)[CH2:10][CH2:11]1)[C:32]1[CH:33]=[CH:34][CH:35]=[CH:36][CH:37]=1. The yield is 0.930. The catalyst is C(O)C.O1CCCC1. The reactants are [CH2:1]([N:8]([CH2:31][C:32]1[CH:37]=[CH:36][CH:35]=[CH:34][CH:33]=1)[C:9]1([C:12]2[CH:17]=[CH:16][C:15]([C:18]#[C:19][C:20]3[CH:30]=[CH:29][C:23]([C:24]([O:26]CC)=[O:25])=[CH:22][CH:21]=3)=[CH:14][CH:13]=2)[CH2:11][CH2:10]1)[C:2]1[CH:7]=[CH:6][CH:5]=[CH:4][CH:3]=1.[OH-].[Na+]. (2) The reactants are [F:1][C:2]([F:24])([F:23])[O:3][C:4]1[CH:9]=[CH:8][C:7]([N:10]2[CH:14]=[N:13][C:12]([C:15]3[CH:22]=[CH:21][C:18]([CH:19]=O)=[CH:17][CH:16]=3)=[N:11]2)=[CH:6][CH:5]=1.[F:25][C:26]1[CH:31]=[CH:30][CH:29]=[C:28]([CH:32]([CH3:34])[CH3:33])[C:27]=1[NH:35][C:36]([NH:38][NH2:39])=[S:37]. The catalyst is CO. The product is [F:25][C:26]1[CH:31]=[CH:30][CH:29]=[C:28]([CH:32]([CH3:33])[CH3:34])[C:27]=1[NH:35][C:36]([NH:38]/[N:39]=[CH:19]/[C:18]1[CH:21]=[CH:22][C:15]([C:12]2[N:13]=[CH:14][N:10]([C:7]3[CH:8]=[CH:9][C:4]([O:3][C:2]([F:24])([F:23])[F:1])=[CH:5][CH:6]=3)[N:11]=2)=[CH:16][CH:17]=1)=[S:37]. The yield is 0.730.